This data is from Forward reaction prediction with 1.9M reactions from USPTO patents (1976-2016). The task is: Predict the product of the given reaction. (1) Given the reactants [Cl:1][C:2]1[C:11]2[N:12]([CH3:15])[CH:13]=[N:14][C:10]=2[C:9]2[O:8][C:7]([C:16]3[CH:21]=[CH:20][CH:19]=[CH:18][CH:17]=3)=[C:6]([C:22]3[CH:27]=[CH:26][C:25]([C:28]4([NH:32]C(=O)O)[CH2:31][CH2:30][CH2:29]4)=[CH:24][CH:23]=3)[C:5](=[O:36])[C:4]=2[CH:3]=1.C(OC(=O)NC1(C2C=CC(C3C(=O)C4C=C(Cl)C5N=CN(C)C=5C=4OC=3C3C=CC=CC=3)=CC=2)CCC1)(C)(C)C.C(O)(C(F)(F)F)=O, predict the reaction product. The product is: [ClH:1].[NH2:32][C:28]1([C:25]2[CH:24]=[CH:23][C:22]([C:6]3[C:5](=[O:36])[C:4]4[CH:3]=[C:2]([Cl:1])[C:11]5[N:12]([CH3:15])[CH:13]=[N:14][C:10]=5[C:9]=4[O:8][C:7]=3[C:16]3[CH:21]=[CH:20][CH:19]=[CH:18][CH:17]=3)=[CH:27][CH:26]=2)[CH2:29][CH2:30][CH2:31]1. (2) Given the reactants [CH3:1][C:2]([C:4]1[CH:9]=[CH:8][C:7](Br)=[CH:6][CH:5]=1)=[O:3].C([Sn](CCCC)(CCCC)[C:16]1[S:17][CH:18]=[CH:19][N:20]=1)CCC.C(Cl)(Cl)Cl.Cl, predict the reaction product. The product is: [S:17]1[CH:18]=[CH:19][N:20]=[C:16]1[C:7]1[CH:8]=[CH:9][C:4]([C:2](=[O:3])[CH3:1])=[CH:5][CH:6]=1. (3) The product is: [CH:23]([O:22][C:20](=[O:21])[C:18]1[CH:19]=[C:14]([C:12]#[N:13])[C:15]([N:28]2[CH2:33][CH2:32][CH:31]([C:34](=[O:35])[NH:11][S:8]([CH2:7][C:1]3[CH:2]=[CH:3][CH:4]=[CH:5][CH:6]=3)(=[O:9])=[O:10])[CH2:30][CH2:29]2)=[N:16][C:17]=1[C:26]#[N:27])([CH3:25])[CH3:24]. Given the reactants [C:1]1([CH2:7][S:8]([NH2:11])(=[O:10])=[O:9])[CH:6]=[CH:5][CH:4]=[CH:3][CH:2]=1.[C:12]([C:14]1[C:15]([N:28]2[CH2:33][CH2:32][CH:31]([C:34](O)=[O:35])[CH2:30][CH2:29]2)=[N:16][C:17]([C:26]#[N:27])=[C:18]([C:20]([O:22][CH:23]([CH3:25])[CH3:24])=[O:21])[CH:19]=1)#[N:13].CCN(C(C)C)C(C)C.C1CN([P+](Br)(N2CCCC2)N2CCCC2)CC1.F[P-](F)(F)(F)(F)F, predict the reaction product. (4) Given the reactants [Cl:1][C:2]1[CH:3]=[C:4]([C:10]([N:12]2[C:17]3[CH:18]=[C:19]([N+:22]([O-])=O)[CH:20]=[CH:21][C:16]=3[O:15][CH2:14][CH2:13]2)=[O:11])[CH:5]=[C:6]([Cl:9])[C:7]=1[OH:8], predict the reaction product. The product is: [NH2:22][C:19]1[CH:20]=[CH:21][C:16]2[O:15][CH2:14][CH2:13][N:12]([C:10]([C:4]3[CH:3]=[C:2]([Cl:1])[C:7]([OH:8])=[C:6]([Cl:9])[CH:5]=3)=[O:11])[C:17]=2[CH:18]=1. (5) Given the reactants [Li]CCCC.[CH3:6][C:7]1[O:8][CH:9]=[CH:10][CH:11]=1.[CH2:12](Br)[C:13]1[CH:18]=[CH:17][CH:16]=[CH:15][CH:14]=1.[O-2].[Al+3].[O-2].[O-2].[Al+3].[NH4+].[Cl-], predict the reaction product. The product is: [CH3:6][C:7]1[O:8][C:9]([CH2:12][C:13]2[CH:18]=[CH:17][CH:16]=[CH:15][CH:14]=2)=[CH:10][CH:11]=1. (6) Given the reactants [Cl:1][C:2]1[CH:7]=[C:6]([O:8][CH3:9])[CH:5]=[CH:4][C:3]=1[CH2:10][C:11]#N.Br[CH:14]([CH3:19])[C:15]([O:17][CH3:18])=[O:16].C(=O)([O-])[O-:21].[K+].[K+], predict the reaction product. The product is: [Cl:1][C:2]1[CH:7]=[C:6]([O:8][CH3:9])[CH:5]=[CH:4][C:3]=1[CH2:10][C:11](=[O:21])[CH:14]([CH3:19])[C:15]([O:17][CH3:18])=[O:16]. (7) Given the reactants [CH2:1]([O:8][C:9]([N:11]1[CH2:16][C@H:15]([CH3:17])[C@@H:14]([O:18]C(C)(C)C(C)(C)C)[C@H:13]([NH:26][C:27]([O:29][C:30]([CH3:33])([CH3:32])[CH3:31])=[O:28])[CH2:12]1)=[O:10])[C:2]1[CH:7]=[CH:6][CH:5]=[CH:4][CH:3]=1.CCCC[N+](CCCC)(CCCC)CCCC.[F-], predict the reaction product. The product is: [CH2:1]([O:8][C:9]([N:11]1[CH2:16][C@H:15]([CH3:17])[C@@H:14]([OH:18])[C@H:13]([NH:26][C:27]([O:29][C:30]([CH3:31])([CH3:33])[CH3:32])=[O:28])[CH2:12]1)=[O:10])[C:2]1[CH:3]=[CH:4][CH:5]=[CH:6][CH:7]=1. (8) Given the reactants FC1C=C(C)C=CC=1[N+]([O-])=O.[CH:12]([O:15][C:16]1[CH:22]=[C:21]([CH3:23])[CH:20]=[CH:19][C:17]=1[NH2:18])([CH3:14])[CH3:13].[NH2:24][C:25]1[S:26][CH:27]=[CH:28][N:29]=1.C[CH:31]([OH:33])C, predict the reaction product. The product is: [CH:12]([O:15][C:16]1[CH:22]=[C:21]([CH3:23])[CH:20]=[CH:19][C:17]=1[NH:18][C:31]([NH:24][C:25]1[S:26][CH:27]=[CH:28][N:29]=1)=[O:33])([CH3:14])[CH3:13].